Dataset: Reaction yield outcomes from USPTO patents with 853,638 reactions. Task: Predict the reaction yield, written as a fraction of the theoretical maximum amount of product (1.0 means a 100% yield; for example, 0.34 means a 34% yield). (1) The reactants are [CH3:1][O:2][C:3]1[C:8]([C:9]([NH2:11])=[O:10])=[C:7]([O:12][CH3:13])[N:6]=[CH:5][N:4]=1.Br[CH2:15][C:16](OC)(OC)[CH3:17]. The catalyst is CCOC(C)=O. The product is [CH3:13][O:12][C:7]1[C:8]([C:9]2[O:10][CH:15]=[C:16]([CH3:17])[N:11]=2)=[C:3]([O:2][CH3:1])[N:4]=[CH:5][N:6]=1. The yield is 0.379. (2) The yield is 0.690. The catalyst is ClCCl.CO. The product is [CH2:2]([CH:4]1[CH2:5][N:6]([CH2:18][CH2:19][CH3:20])[CH2:7][CH:8]([C:10]2[CH:11]=[C:12]([OH:16])[CH:13]=[CH:14][CH:15]=2)[O:9]1)[CH3:3]. The reactants are Br.[CH2:2]([CH:4]1[O:9][CH:8]([C:10]2[CH:15]=[CH:14][CH:13]=[C:12]([O:16]C)[CH:11]=2)[CH2:7][N:6]([CH2:18][CH2:19][CH3:20])[CH2:5]1)[CH3:3]. (3) The reactants are [Br:1][C:2]1[CH:3]=[C:4]2[C:8](=[CH:9][CH:10]=1)[NH:7][CH:6]=[CH:5]2.[CH:11]([Si:14](Cl)([CH:18]([CH3:20])[CH3:19])[CH:15]([CH3:17])[CH3:16])([CH3:13])[CH3:12]. The catalyst is O1CCCC1. The product is [Br:1][C:2]1[CH:3]=[C:4]2[C:8](=[CH:9][CH:10]=1)[N:7]([Si:14]([CH:18]([CH3:20])[CH3:19])([CH:15]([CH3:17])[CH3:16])[CH:11]([CH3:13])[CH3:12])[CH:6]=[CH:5]2. The yield is 0.960. (4) The reactants are [Cl:1][C:2]1[CH:3]=[C:4]([OH:16])[CH:5]=[C:6]([Cl:15])[C:7]=1[CH2:8][N:9]1[CH2:14][CH2:13][CH2:12][CH2:11][CH2:10]1.N1C=CC=CC=1.[F:23][C:24]([F:30])([F:29])[S:25](Cl)(=[O:27])=[O:26]. The catalyst is C(Cl)Cl. The product is [Cl:1][C:2]1[CH:3]=[C:4]([O:16][S:25]([C:24]([F:30])([F:29])[F:23])(=[O:27])=[O:26])[CH:5]=[C:6]([Cl:15])[C:7]=1[CH2:8][N:9]1[CH2:10][CH2:11][CH2:12][CH2:13][CH2:14]1. The yield is 0.760. (5) The reactants are [Br:1][C:2]1[CH:3]=[C:4]2[C:8](=[CH:9][CH:10]=1)[N:7]([S:11]([C:14]1[C:23]3[C:18](=[CH:19][CH:20]=[CH:21][CH:22]=3)[C:17]([O:24][CH3:25])=[C:16]([N:26]3[CH2:31][CH2:30][NH:29][CH2:28][CH2:27]3)[CH:15]=1)(=[O:13])=[O:12])[CH:6]=[C:5]2[CH:32]([F:34])[F:33].[C:35]([BH3-])#N.[Na+].C=O. The catalyst is CO. The product is [Br:1][C:2]1[CH:3]=[C:4]2[C:8](=[CH:9][CH:10]=1)[N:7]([S:11]([C:14]1[C:23]3[C:18](=[CH:19][CH:20]=[CH:21][CH:22]=3)[C:17]([O:24][CH3:25])=[C:16]([N:26]3[CH2:31][CH2:30][N:29]([CH3:35])[CH2:28][CH2:27]3)[CH:15]=1)(=[O:13])=[O:12])[CH:6]=[C:5]2[CH:32]([F:33])[F:34]. The yield is 0.980. (6) The reactants are [CH:1]1([C:7]([CH:9]([C:13]2[CH:18]=[CH:17][CH:16]=[CH:15][CH:14]=2)[CH2:10][CH:11]=O)=[O:8])[CH2:6][CH2:5][CH2:4][CH2:3][CH2:2]1.[CH2:19]([O:21][C:22]1[CH:27]=[CH:26][CH:25]=[CH:24][C:23]=1[N:28]1[CH2:33][CH2:32][NH:31][CH2:30][CH2:29]1)[CH3:20].[Na]. The yield is 0.520. No catalyst specified. The product is [CH2:19]([O:21][C:22]1[CH:27]=[CH:26][CH:25]=[CH:24][C:23]=1[N:28]1[CH2:29][CH2:30][N:31]([CH2:11][CH2:10][CH:9]([C:7]([CH:1]2[CH2:6][CH2:5][CH2:4][CH2:3][CH2:2]2)=[O:8])[C:13]2[CH:18]=[CH:17][CH:16]=[CH:15][CH:14]=2)[CH2:32][CH2:33]1)[CH3:20].